From a dataset of NCI-60 drug combinations with 297,098 pairs across 59 cell lines. Regression. Given two drug SMILES strings and cell line genomic features, predict the synergy score measuring deviation from expected non-interaction effect. (1) Drug 1: COC1=C(C=C2C(=C1)N=CN=C2NC3=CC(=C(C=C3)F)Cl)OCCCN4CCOCC4. Drug 2: CC1=C(C(CCC1)(C)C)C=CC(=CC=CC(=CC(=O)O)C)C. Cell line: PC-3. Synergy scores: CSS=11.0, Synergy_ZIP=-5.06, Synergy_Bliss=-4.66, Synergy_Loewe=-4.56, Synergy_HSA=-2.80. (2) Drug 1: CC1=C(C=C(C=C1)C(=O)NC2=CC(=CC(=C2)C(F)(F)F)N3C=C(N=C3)C)NC4=NC=CC(=N4)C5=CN=CC=C5. Drug 2: C1C(C(OC1N2C=NC3=C2NC=NCC3O)CO)O. Cell line: HOP-62. Synergy scores: CSS=-0.156, Synergy_ZIP=1.71, Synergy_Bliss=0.572, Synergy_Loewe=0.317, Synergy_HSA=-1.92. (3) Drug 1: CC1C(C(CC(O1)OC2CC(CC3=C2C(=C4C(=C3O)C(=O)C5=C(C4=O)C(=CC=C5)OC)O)(C(=O)CO)O)N)O.Cl. Drug 2: C1CNP(=O)(OC1)N(CCCl)CCCl. Cell line: MOLT-4. Synergy scores: CSS=8.56, Synergy_ZIP=-1.83, Synergy_Bliss=3.33, Synergy_Loewe=-1.05, Synergy_HSA=1.97. (4) Drug 1: C1C(C(OC1N2C=NC(=NC2=O)N)CO)O. Drug 2: CC1C(C(CC(O1)OC2CC(CC3=C2C(=C4C(=C3O)C(=O)C5=CC=CC=C5C4=O)O)(C(=O)C)O)N)O. Cell line: SR. Synergy scores: CSS=33.5, Synergy_ZIP=-6.00, Synergy_Bliss=-12.3, Synergy_Loewe=-12.0, Synergy_HSA=-6.73. (5) Drug 1: CCC1=CC2CC(C3=C(CN(C2)C1)C4=CC=CC=C4N3)(C5=C(C=C6C(=C5)C78CCN9C7C(C=CC9)(C(C(C8N6C)(C(=O)OC)O)OC(=O)C)CC)OC)C(=O)OC.C(C(C(=O)O)O)(C(=O)O)O. Drug 2: C1=CC(=C2C(=C1NCCNCCO)C(=O)C3=C(C=CC(=C3C2=O)O)O)NCCNCCO. Cell line: SNB-19. Synergy scores: CSS=61.3, Synergy_ZIP=4.66, Synergy_Bliss=3.63, Synergy_Loewe=2.43, Synergy_HSA=8.02. (6) Drug 1: CN(C)N=NC1=C(NC=N1)C(=O)N. Drug 2: C1=C(C(=O)NC(=O)N1)N(CCCl)CCCl. Cell line: SNB-75. Synergy scores: CSS=19.8, Synergy_ZIP=7.11, Synergy_Bliss=10.2, Synergy_Loewe=-4.59, Synergy_HSA=8.70. (7) Drug 1: CCCCC(=O)OCC(=O)C1(CC(C2=C(C1)C(=C3C(=C2O)C(=O)C4=C(C3=O)C=CC=C4OC)O)OC5CC(C(C(O5)C)O)NC(=O)C(F)(F)F)O. Drug 2: CN(CCCl)CCCl.Cl. Cell line: 786-0. Synergy scores: CSS=70.4, Synergy_ZIP=-0.0752, Synergy_Bliss=-0.609, Synergy_Loewe=-0.919, Synergy_HSA=3.39.